From a dataset of Forward reaction prediction with 1.9M reactions from USPTO patents (1976-2016). Predict the product of the given reaction. (1) The product is: [NH:16]([CH:17]=[C:7]1[C:5](=[O:6])[NH:4][C:2](=[S:3])[NH:1][C:8]1=[O:9])[C:10]1[CH:15]=[CH:14][CH:13]=[CH:12][CH:11]=1. Given the reactants [NH:1]1[C:8](=[O:9])[CH2:7][C:5](=[O:6])[NH:4][C:2]1=[S:3].[C:10]1([NH:16][CH:17]=NC2C=CC=CC=2)[CH:15]=[CH:14][CH:13]=[CH:12][CH:11]=1, predict the reaction product. (2) Given the reactants [C:1]([C:3]1[CH:28]=[CH:27][C:6]([CH2:7][C:8]2([NH:15][C:16]([NH:18][C:19]3[CH:24]=[C:23]([Cl:25])[CH:22]=[C:21]([Cl:26])[CH:20]=3)=[O:17])[CH2:13][CH2:12][CH2:11][CH2:10][C:9]2=O)=[CH:5][CH:4]=1)#[N:2].C([O-])([O-])=O.[K+].[K+], predict the reaction product. The product is: [Cl:26][C:21]1[CH:20]=[C:19]([N:18]2[C:9]3=[CH:10][CH2:11][CH2:12][CH2:13][C:8]3([CH2:7][C:6]3[CH:27]=[CH:28][C:3]([C:1]#[N:2])=[CH:4][CH:5]=3)[NH:15][C:16]2=[O:17])[CH:24]=[C:23]([Cl:25])[CH:22]=1. (3) The product is: [Cl:1][C:2]1[CH:7]=[CH:6][C:5]([C:8]2[CH:13]=[C:12]([C:14]([F:15])([F:17])[F:16])[N:11]3[N:18]=[CH:19][C:20]([C:21]#[C:22][C:24]4[C:25]([F:35])=[CH:26][C:27]([F:34])=[C:28]([S:30]([NH2:33])(=[O:31])=[O:32])[CH:29]=4)=[C:10]3[N:9]=2)=[CH:4][CH:3]=1. Given the reactants [Cl:1][C:2]1[CH:7]=[CH:6][C:5]([C:8]2[CH:13]=[C:12]([C:14]([F:17])([F:16])[F:15])[N:11]3[N:18]=[CH:19][C:20]([C:21]#[CH:22])=[C:10]3[N:9]=2)=[CH:4][CH:3]=1.Br[C:24]1[C:25]([F:35])=[CH:26][C:27]([F:34])=[C:28]([S:30]([NH2:33])(=[O:32])=[O:31])[CH:29]=1, predict the reaction product. (4) Given the reactants CCN(CC)CC.[C:8]([C:12]1[CH:13]=[CH:14][C:15]([O:28][CH3:29])=[C:16]([NH:18][C:19](=[O:27])OC2C=CC=CC=2)[CH:17]=1)([CH3:11])([CH3:10])[CH3:9].[NH2:30][C:31]1[C:40]2[C:35](=[CH:36][CH:37]=[CH:38][CH:39]=2)[C:34]([O:41][C:42]2[CH:47]=[CH:46][N:45]=[C:44]([NH:48][C:49]3[CH:54]=[C:53]([O:55][CH2:56][CH2:57][O:58][CH2:59][CH2:60][O:61][CH2:62][CH2:63][O:64][CH3:65])[CH:52]=[C:51]([O:66][CH3:67])[CH:50]=3)[N:43]=2)=[CH:33][CH:32]=1, predict the reaction product. The product is: [C:8]([C:12]1[CH:13]=[CH:14][C:15]([O:28][CH3:29])=[C:16]([NH:18][C:19]([NH:30][C:31]2[C:40]3[C:35](=[CH:36][CH:37]=[CH:38][CH:39]=3)[C:34]([O:41][C:42]3[CH:47]=[CH:46][N:45]=[C:44]([NH:48][C:49]4[CH:54]=[C:53]([O:55][CH2:56][CH2:57][O:58][CH2:59][CH2:60][O:61][CH2:62][CH2:63][O:64][CH3:65])[CH:52]=[C:51]([O:66][CH3:67])[CH:50]=4)[N:43]=3)=[CH:33][CH:32]=2)=[O:27])[CH:17]=1)([CH3:9])([CH3:10])[CH3:11]. (5) Given the reactants C[O:2][C:3]([C@@:5]12[CH2:14][N:13]([S:15]([C:18]3[CH:19]=[N:20][C:21]([N:24]4[CH2:29][CH2:28][O:27][CH2:26][CH2:25]4)=[CH:22][CH:23]=3)(=[O:17])=[O:16])[CH2:12][CH2:11][C:10]1=[CH:9][C:8]1[N:30]([C:33]3[CH:38]=[CH:37][C:36]([F:39])=[CH:35][CH:34]=3)[N:31]=[CH:32][C:7]=1[CH2:6]2)=O.[H-].C([Al+]CC(C)C)C(C)C, predict the reaction product. The product is: [F:39][C:36]1[CH:37]=[CH:38][C:33]([N:30]2[C:8]3[CH:9]=[C:10]4[C@:5]([CH2:3][OH:2])([CH2:6][C:7]=3[CH:32]=[N:31]2)[CH2:14][N:13]([S:15]([C:18]2[CH:19]=[N:20][C:21]([N:24]3[CH2:29][CH2:28][O:27][CH2:26][CH2:25]3)=[CH:22][CH:23]=2)(=[O:16])=[O:17])[CH2:12][CH2:11]4)=[CH:34][CH:35]=1. (6) Given the reactants [Cl:1][C:2]1[CH:3]=[C:4]([CH3:9])[CH:5]=[C:6]([CH3:8])[CH:7]=1.C1C(=O)N([Br:17])C(=O)C1, predict the reaction product. The product is: [Cl:1][C:2]1[CH:7]=[C:6]([CH:5]=[C:4]([CH3:9])[CH:3]=1)[CH2:8][Br:17]. (7) Given the reactants [CH3:1][C:2]1[N:6]([CH2:7][C:8]([OH:10])=O)[N:5]=[C:4]([C:11]([F:14])([F:13])[F:12])[CH:3]=1.Cl.[CH3:16][N:17]([CH:32]1[C:41]2[C:36](=[CH:37][CH:38]=[CH:39][CH:40]=2)[CH2:35][CH2:34][CH2:33]1)[C:18]([C:20]1[NH:25][CH:24]([CH:26]2[CH2:31][CH2:30][NH:29][CH2:28][CH2:27]2)[CH:23]=[CH:22][CH:21]=1)=[O:19].C(N(C(C)C)CC)(C)C.F[P-](F)(F)(F)(F)F.N1(O[P+](N(C)C)(N(C)C)N(C)C)C2C=CC=CC=2N=N1, predict the reaction product. The product is: [CH3:16][N:17]([CH:32]1[C:41]2[C:36](=[CH:37][CH:38]=[CH:39][CH:40]=2)[CH2:35][CH2:34][CH2:33]1)[C:18]([C:20]1[N:25]=[C:24]([CH:26]2[CH2:27][CH2:28][N:29]([C:8](=[O:10])[CH2:7][N:6]3[C:2]([CH3:1])=[CH:3][C:4]([C:11]([F:14])([F:13])[F:12])=[N:5]3)[CH2:30][CH2:31]2)[CH:23]=[CH:22][CH:21]=1)=[O:19].